This data is from CYP3A4 inhibition data for predicting drug metabolism from PubChem BioAssay. The task is: Regression/Classification. Given a drug SMILES string, predict its absorption, distribution, metabolism, or excretion properties. Task type varies by dataset: regression for continuous measurements (e.g., permeability, clearance, half-life) or binary classification for categorical outcomes (e.g., BBB penetration, CYP inhibition). Dataset: cyp3a4_veith. The drug is O=C(c1ccc(F)cc1)C1CCN(C(=S)Nc2ccccc2)CC1. The result is 1 (inhibitor).